Dataset: Forward reaction prediction with 1.9M reactions from USPTO patents (1976-2016). Task: Predict the product of the given reaction. Given the reactants Cl[C:2]1[CH:7]=[CH:6][N:5]=[C:4]([N:8]2[CH2:19][CH2:18][C:17]3[C:16]4[CH2:15][C:14]([CH3:21])([CH3:20])[CH2:13][C:12]=4[S:11][C:10]=3[C:9]2=[O:22])[C:3]=1[CH:23]=[O:24].[CH3:25][O:26][CH2:27][CH2:28][N:29]1[CH2:34][CH2:33][N:32]2[N:35]=[C:36]([NH:38][C:39]3[C:40](=[O:55])[N:41]([CH3:54])[CH:42]=[C:43](B4OC(C)(C)C(C)(C)O4)[CH:44]=3)[CH:37]=[C:31]2[CH2:30]1, predict the reaction product. The product is: [CH3:20][C:14]1([CH3:21])[CH2:13][C:12]2[S:11][C:10]3[C:9](=[O:22])[N:8]([C:4]4[C:3]([CH:23]=[O:24])=[C:2]([C:43]5[CH:44]=[C:39]([NH:38][C:36]6[CH:37]=[C:31]7[CH2:30][N:29]([CH2:28][CH2:27][O:26][CH3:25])[CH2:34][CH2:33][N:32]7[N:35]=6)[C:40](=[O:55])[N:41]([CH3:54])[CH:42]=5)[CH:7]=[CH:6][N:5]=4)[CH2:19][CH2:18][C:17]=3[C:16]=2[CH2:15]1.